Dataset: Full USPTO retrosynthesis dataset with 1.9M reactions from patents (1976-2016). Task: Predict the reactants needed to synthesize the given product. (1) Given the product [CH2:57]([N:36]([CH2:34][CH3:35])[CH2:37][CH2:38][NH:39][C:40]([C:42]1[C:9]2[C:18](=[CH:17][C:16]3[C:11]([N:10]=2)=[CH:12][CH:13]=[C:14]([Sn:19]([CH2:24][CH2:25][CH2:26][CH3:27])([CH2:28][CH2:29][CH2:30][CH3:31])[CH2:20][CH2:21][CH2:22][CH3:23])[CH:15]=3)[CH:45]=[CH:44][CH:43]=1)=[O:41])[CH3:58], predict the reactants needed to synthesize it. The reactants are: C(N(CC)CCNC([C:9]1[CH:18]=[CH:17][C:16]2[C:11](=[CH:12][CH:13]=[C:14]([Sn:19]([CH2:28][CH2:29][CH2:30][CH3:31])([CH2:24][CH2:25][CH2:26][CH3:27])[CH2:20][CH2:21][CH2:22][CH3:23])[CH:15]=2)[N:10]=1)=O)C.[CH2:34]([N:36]([CH2:57][CH3:58])[CH2:37][CH2:38][NH:39][C:40]([C:42]1C2C(=CC3C(N=2)=CC=C(I)C=3)[CH:45]=[CH:44][CH:43]=1)=[O:41])[CH3:35]. (2) Given the product [CH3:20][N:19]([CH3:21])[C:16]1([CH2:22][CH2:23][CH2:24][CH3:25])[CH2:17][CH2:18][C:13]2([C:2]3[NH:1][C:9]4[C:4](=[CH:5][CH:6]=[CH:7][CH:8]=4)[C:3]=3[CH2:10][CH2:11][CH2:12]2)[CH2:14][CH2:15]1, predict the reactants needed to synthesize it. The reactants are: [NH:1]1[C:9]2[C:4](=[CH:5][CH:6]=[CH:7][CH:8]=2)[C:3]([CH2:10][CH2:11][CH:12]=[C:13]2[CH2:18][CH2:17][C:16]([CH2:22][CH2:23][CH2:24][CH3:25])([N:19]([CH3:21])[CH3:20])[CH2:15][CH2:14]2)=[CH:2]1. (3) Given the product [CH:4]1[C:9]([Cl:10])=[C:8]([S:11]([NH2:14])(=[O:12])=[O:13])[CH:7]=[C:6]2[S:15]([N-:18][CH:19]=[N:20][C:5]=12)(=[O:17])=[O:16].[Na+:3], predict the reactants needed to synthesize it. The reactants are: C[O-].[Na+:3].[CH:4]1[C:9]([Cl:10])=[C:8]([S:11]([NH2:14])(=[O:13])=[O:12])[CH:7]=[C:6]2[S:15]([NH:18][CH:19]=[N:20][C:5]=12)(=[O:17])=[O:16]. (4) Given the product [NH2:1][C:2]1[C:11]([NH2:12])=[CH:10][CH:9]=[CH:8][C:3]=1[C:4]([NH:6][CH3:7])=[O:5], predict the reactants needed to synthesize it. The reactants are: [NH2:1][C:2]1[C:11]([N+:12]([O-])=O)=[CH:10][CH:9]=[CH:8][C:3]=1[C:4]([NH:6][CH3:7])=[O:5]. (5) Given the product [O:44]1[C:38]2[C:39](=[N:40][CH:41]=[C:36]([C:17]3[CH:16]=[C:15]4[C:11]([CH:12]=[N:13][NH:14]4)=[C:10]([NH:9][C:7]([C:5]4[N:6]=[C:2]([CH3:1])[S:3][CH:4]=4)=[O:8])[CH:18]=3)[CH:37]=2)[CH:42]=[CH:43]1, predict the reactants needed to synthesize it. The reactants are: [CH3:1][C:2]1[S:3][CH:4]=[C:5]([C:7]([NH:9][C:10]2[C:11]3[C:15]([CH:16]=[C:17](B4OC(C)(C)CC(C)(C)O4)[CH:18]=2)=[N:14][N:13](C2CCCCO2)[CH:12]=3)=[O:8])[N:6]=1.Br[C:36]1[CH:37]=[C:38]2[O:44][CH:43]=[CH:42][C:39]2=[N:40][CH:41]=1.O1CCOCC1.C(=O)([O-])[O-].[Na+].[Na+]. (6) The reactants are: F[C:2]1[CH:9]=[CH:8][C:5]([C:6]#[N:7])=[C:4]([CH3:10])[N:3]=1.Cl.[NH2:12][C@H:13]([C:15]1[C:16](=[O:26])[NH:17][C:18]2[C:23]([CH:24]=1)=[CH:22][C:21]([Cl:25])=[CH:20][CH:19]=2)[CH3:14].CS(C)=O.CCN(C(C)C)C(C)C. Given the product [Cl:25][C:21]1[CH:22]=[C:23]2[C:18](=[CH:19][CH:20]=1)[NH:17][C:16](=[O:26])[C:15]([C@@H:13]([NH:12][C:2]1[CH:9]=[CH:8][C:5]([C:6]#[N:7])=[C:4]([CH3:10])[N:3]=1)[CH3:14])=[CH:24]2, predict the reactants needed to synthesize it. (7) Given the product [CH3:1][C:2]1[S:3][C:4]2[CH:10]=[CH:9][C:8]([O:11][CH2:12][C@@H:13]([OH:21])[CH2:14][N:15]3[CH2:16][CH2:17][N:18]([CH2:24][C:23]#[CH:22])[CH2:19][CH2:20]3)=[CH:7][C:5]=2[N:6]=1, predict the reactants needed to synthesize it. The reactants are: [CH3:1][C:2]1[S:3][C:4]2[CH:10]=[CH:9][C:8]([O:11][CH2:12][C@H:13]([OH:21])[CH2:14][N:15]3[CH2:20][CH2:19][NH:18][CH2:17][CH2:16]3)=[CH:7][C:5]=2[N:6]=1.[CH2:22](Br)[C:23]#[CH:24].C(=O)([O-])[O-].[K+].[K+].ClCCl. (8) Given the product [F:24][C:25]1[CH:30]=[C:29]([O:31][CH3:32])[C:28]([F:33])=[CH:27][C:26]=1[N:34]1[CH2:39][CH2:38][N:37]([C:48](=[O:49])[CH2:47][CH2:46][C:40]2[CH:45]=[CH:44][CH:43]=[CH:42][CH:41]=2)[CH2:36][CH2:35]1, predict the reactants needed to synthesize it. The reactants are: Cl.Cl.COC1C=CC(N2CCNCC2)=CC=1.C(Cl)(=O)CC(C)C.[F:24][C:25]1[CH:30]=[C:29]([O:31][CH3:32])[C:28]([F:33])=[CH:27][C:26]=1[N:34]1[CH2:39][CH2:38][NH:37][CH2:36][CH2:35]1.[C:40]1([CH2:46][CH2:47][C:48](Cl)=[O:49])[CH:45]=[CH:44][CH:43]=[CH:42][CH:41]=1.